This data is from Full USPTO retrosynthesis dataset with 1.9M reactions from patents (1976-2016). The task is: Predict the reactants needed to synthesize the given product. (1) The reactants are: Cl.[O:2]1[C:6]2[CH:7]=[CH:8][C:9]([C:11]3[CH:16]=[CH:15][C:14]([C:17]4[N:18]([CH2:23][C@@H:24]5[CH2:28][CH2:27][NH:26][CH2:25]5)[C:19](=[O:22])[NH:20][N:21]=4)=[CH:13][CH:12]=3)=[CH:10][C:5]=2[CH:4]=[CH:3]1.[CH3:29][C:30]1([C:33](O)=[O:34])[CH2:32][CH2:31]1.C(Cl)CCl.C1C=CC2N(O)N=NC=2C=1.CCN(C(C)C)C(C)C. Given the product [O:2]1[C:6]2[CH:7]=[CH:8][C:9]([C:11]3[CH:16]=[CH:15][C:14]([C:17]4[N:18]([CH2:23][C@@H:24]5[CH2:28][CH2:27][N:26]([C:33]([C:30]6([CH3:29])[CH2:32][CH2:31]6)=[O:34])[CH2:25]5)[C:19](=[O:22])[NH:20][N:21]=4)=[CH:13][CH:12]=3)=[CH:10][C:5]=2[CH:4]=[CH:3]1, predict the reactants needed to synthesize it. (2) Given the product [C:1]([C:5]1[CH:9]=[C:8]([NH:10][C:11]([NH:39][C:38]2[CH:40]=[CH:41][CH:42]=[C:36]([O:35][C:26]3[C:25]4[C:30](=[CH:31][C:32]([O:33][CH3:34])=[C:23]([O:22][CH3:21])[CH:24]=4)[N:29]=[CH:28][N:27]=3)[CH:37]=2)=[O:13])[N:7]([C:14]2[CH:15]=[N:16][CH:17]=[CH:18][C:19]=2[CH3:20])[N:6]=1)([CH3:2])([CH3:3])[CH3:4], predict the reactants needed to synthesize it. The reactants are: [C:1]([C:5]1[CH:9]=[C:8]([NH:10][C:11](=[O:13])[O-])[N:7]([C:14]2[CH:15]=[N:16][CH:17]=[CH:18][C:19]=2[CH3:20])[N:6]=1)([CH3:4])([CH3:3])[CH3:2].[CH3:21][O:22][C:23]1[CH:24]=[C:25]2[C:30](=[CH:31][C:32]=1[O:33][CH3:34])[N:29]=[CH:28][N:27]=[C:26]2[O:35][C:36]1[CH:37]=[C:38]([CH:40]=[CH:41][CH:42]=1)[NH2:39]. (3) Given the product [Cl:1][C:2]1[CH:7]=[C:6]([C:8]([F:11])([F:10])[F:9])[CH:5]=[C:4]([Cl:12])[C:3]=1[N:13]1[CH:17]=[C:16]([I:22])[N:15]=[N:14]1, predict the reactants needed to synthesize it. The reactants are: [Cl:1][C:2]1[CH:7]=[C:6]([C:8]([F:11])([F:10])[F:9])[CH:5]=[C:4]([Cl:12])[C:3]=1[N:13]1[CH:17]=[C:16]([Si](C)(C)C)[N:15]=[N:14]1.[I:22]I. (4) Given the product [CH:1]([NH:3][CH:19]([C:18]1[C:13]2[CH:12]=[CH:11][N:10]([CH2:9][O:8][CH2:7][CH2:6][Si:5]([CH3:4])([CH3:38])[CH3:37])[C:14]=2[N:15]=[CH:16][N:17]=1)[CH:21]1[CH2:26][CH2:25][CH2:24][N:23]([C:27]([O:29][CH2:30][C:31]2[CH:32]=[CH:33][CH:34]=[CH:35][CH:36]=2)=[O:28])[CH2:22]1)=[O:2], predict the reactants needed to synthesize it. The reactants are: [CH:1]([NH2:3])=[O:2].[CH3:4][Si:5]([CH3:38])([CH3:37])[CH2:6][CH2:7][O:8][CH2:9][N:10]1[C:14]2[N:15]=[CH:16][N:17]=[C:18]([C:19]([CH:21]3[CH2:26][CH2:25][CH2:24][N:23]([C:27]([O:29][CH2:30][C:31]4[CH:36]=[CH:35][CH:34]=[CH:33][CH:32]=4)=[O:28])[CH2:22]3)=O)[C:13]=2[CH:12]=[CH:11]1.C(O)=O.[OH-].[Na+]. (5) Given the product [N:1]1([C:8]2[C:13]([CH:14]([CH2:19][CH2:20][CH3:21])[C:15]([OH:17])=[O:16])=[C:12]([CH3:22])[N:11]=[C:10]([C:23]3[CH:24]=[CH:25][CH:26]=[CH:27][CH:28]=3)[N:9]=2)[CH2:7][CH2:6][CH2:5][CH2:4][CH2:3][CH2:2]1, predict the reactants needed to synthesize it. The reactants are: [N:1]1([C:8]2[C:13]([CH:14]([CH2:19][CH2:20][CH3:21])[C:15]([O:17]C)=[O:16])=[C:12]([CH3:22])[N:11]=[C:10]([C:23]3[CH:28]=[CH:27][CH:26]=[CH:25][CH:24]=3)[N:9]=2)[CH2:7][CH2:6][CH2:5][CH2:4][CH2:3][CH2:2]1.[OH-].[Na+]. (6) Given the product [Cl:24][C:25]1[N:33]=[C:32]2[C:28]([N:29]=[C:30]([C:36]3([F:16])[CH2:41][CH2:40][O:39][CH2:38][CH2:37]3)[N:31]2[CH2:34][CH3:35])=[C:27]([N:43]2[CH2:48][CH2:47][O:46][CH2:45][C@@H:44]2[CH3:49])[N:26]=1, predict the reactants needed to synthesize it. The reactants are: ClC1N=C2C(N=C(C3([F:16])COC3)N2C)=C(N2CCOC[C@@H]2C)N=1.[Cl:24][C:25]1[N:33]=[C:32]2[C:28]([N:29]=[C:30]([C:36]3(O)[CH2:41][CH2:40][O:39][CH2:38][CH2:37]3)[N:31]2[CH2:34][CH3:35])=[C:27]([N:43]2[CH2:48][CH2:47][O:46][CH2:45][C@@H:44]2[CH3:49])[N:26]=1. (7) Given the product [CH2:15]([NH:14][C:13]([NH:12][C:9]1[S:10][C:11]2[C:3]([C:1]3[N:37]=[C:39]([CH3:40])[O:41][N:2]=3)=[CH:4][C:5]([C:18]3[CH:23]=[N:22][C:21]([N:24]4[CH2:29][CH2:28][C:27]([CH3:35])([C:30]([O:32][CH2:33][CH3:34])=[O:31])[CH2:26][CH2:25]4)=[N:20][CH:19]=3)=[CH:6][C:7]=2[N:8]=1)=[O:17])[CH3:16], predict the reactants needed to synthesize it. The reactants are: [C:1]([C:3]1[C:11]2[S:10][C:9]([NH:12][C:13](=[O:17])[NH:14][CH2:15][CH3:16])=[N:8][C:7]=2[CH:6]=[C:5]([C:18]2[CH:19]=[N:20][C:21]([N:24]3[CH2:29][CH2:28][C:27]([CH3:35])([C:30]([O:32][CH2:33][CH3:34])=[O:31])[CH2:26][CH2:25]3)=[N:22][CH:23]=2)[CH:4]=1)#[N:2].Cl.[NH2:37]O.[C:39](Cl)(=[O:41])[CH3:40].